The task is: Predict the reaction yield, written as a fraction of the theoretical maximum amount of product (1.0 means a 100% yield; for example, 0.34 means a 34% yield).. This data is from Reaction yield outcomes from USPTO patents with 853,638 reactions. (1) The reactants are [NH2:1][C:2]1[CH:3]=[CH:4][C:5]([F:26])=[C:6]([C@:8]2([CH:23]([F:25])[F:24])[C@@H:14]3[C@@H:12]([CH2:13]3)[O:11][C:10]([NH:15][C:16](=[O:22])[O:17][C:18]([CH3:21])([CH3:20])[CH3:19])=[N:9]2)[CH:7]=1.[Cl:27][C:28]1[CH:29]=[CH:30][C:31]([C:34](=O)[C:35]([F:38])([F:37])[F:36])=[N:32][CH:33]=1.C(N(CC)CC)C.[H-].[Al+3].[Li+].[H-].[H-].[H-].C(=O)([O-])N. The catalyst is C(Cl)Cl.[Cl-].[Ti+4].[Cl-].[Cl-].[Cl-]. The product is [Cl:27][C:28]1[CH:29]=[CH:30][C:31]([C@H:34]([NH:1][C:2]2[CH:3]=[CH:4][C:5]([F:26])=[C:6]([C@:8]3([CH:23]([F:25])[F:24])[C@@H:14]4[C@@H:12]([CH2:13]4)[O:11][C:10]([NH:15][C:16](=[O:22])[O:17][C:18]([CH3:20])([CH3:21])[CH3:19])=[N:9]3)[CH:7]=2)[C:35]([F:38])([F:36])[F:37])=[N:32][CH:33]=1. The yield is 0.380. (2) The reactants are [F:1][C:2]1[CH:3]=[C:4]([CH3:11])[CH:5]=[CH:6][C:7]=1[N+:8]([O-:10])=[O:9].[Mn]([O-])(=O)(=O)=[O:13].[K+].[OH2:18]. No catalyst specified. The product is [F:1][C:2]1[CH:3]=[C:4]([CH:5]=[CH:6][C:7]=1[N+:8]([O-:10])=[O:9])[C:11]([OH:13])=[O:18]. The yield is 0.580. (3) The reactants are [Cl:1][C:2]1[CH:7]=[C:6]([C:8]2[CH:13]=[N:12][CH:11]=[C:10]([CH3:14])[N:9]=2)[CH:5]=[CH:4][C:3]=1[C:15]1[C:27](=[O:28])[N:26]([CH2:29][C:30]2([OH:36])[CH2:35][CH2:34][NH:33][CH2:32][CH2:31]2)[C:18]2[N:19]=[C:20]([NH:23][CH2:24][CH3:25])[N:21]=[CH:22][C:17]=2[CH:16]=1.C=O.[CH3:39]C(O)=O.[BH4-].[Na+]. The catalyst is CO. The product is [Cl:1][C:2]1[CH:7]=[C:6]([C:8]2[CH:13]=[N:12][CH:11]=[C:10]([CH3:14])[N:9]=2)[CH:5]=[CH:4][C:3]=1[C:15]1[C:27](=[O:28])[N:26]([CH2:29][C:30]2([OH:36])[CH2:35][CH2:34][N:33]([CH3:39])[CH2:32][CH2:31]2)[C:18]2[N:19]=[C:20]([NH:23][CH2:24][CH3:25])[N:21]=[CH:22][C:17]=2[CH:16]=1. The yield is 0.140. (4) The reactants are [C:1]([CH:3]([NH:13][C:14]([CH:16]1[CH2:18][CH2:17]1)=O)[CH2:4][O:5][CH2:6][C:7]1[CH:12]=[CH:11][CH:10]=[CH:9][CH:8]=1)#[N:2].C1(P(C2C=CC=CC=2)C2C=CC=CC=2)C=CC=CC=1.C(Cl)(Cl)(Cl)[Cl:39]. The yield is 0.520. The catalyst is C(#N)C. The product is [Cl:39][C:1]1[N:2]=[C:14]([CH:16]2[CH2:18][CH2:17]2)[NH:13][C:3]=1[CH2:4][O:5][CH2:6][C:7]1[CH:12]=[CH:11][CH:10]=[CH:9][CH:8]=1. (5) The reactants are [Cl:1][C:2]1[CH:7]=[CH:6][CH:5]=[CH:4][C:3]=1[N:8]([CH3:32])[C:9]([C:11]1[N:12]=[N:13][N:14]([CH2:17][C:18]2[CH:23]=[C:22]([C:24]([F:27])([F:26])[F:25])[CH:21]=[C:20]([C:28]([F:31])([F:30])[F:29])[CH:19]=2)[C:15]=1Cl)=[O:10].[NH:33]1[CH2:38][CH2:37][O:36][CH2:35][CH2:34]1. No catalyst specified. The product is [Cl:1][C:2]1[CH:7]=[CH:6][CH:5]=[CH:4][C:3]=1[N:8]([CH3:32])[C:9]([C:11]1[N:12]=[N:13][N:14]([CH2:17][C:18]2[CH:19]=[C:20]([C:28]([F:31])([F:30])[F:29])[CH:21]=[C:22]([C:24]([F:27])([F:26])[F:25])[CH:23]=2)[C:15]=1[N:33]1[CH2:38][CH2:37][O:36][CH2:35][CH2:34]1)=[O:10]. The yield is 0.700.